From a dataset of Serine/threonine kinase 33 screen with 319,792 compounds. Binary Classification. Given a drug SMILES string, predict its activity (active/inactive) in a high-throughput screening assay against a specified biological target. (1) The result is 0 (inactive). The compound is S1c2c(nc(SCC(=O)Nc3cc(OC)ccc3)n(c2=O)CC)CC1. (2) The molecule is Clc1c(NC(=O)CN2C(=O)C(NC2=O)(CCCC)C)cc(S(=O)(=O)N2CCOCC2)cc1. The result is 0 (inactive).